This data is from Forward reaction prediction with 1.9M reactions from USPTO patents (1976-2016). The task is: Predict the product of the given reaction. Given the reactants [N+:1]([C:4]1[CH:5]=[N:6][CH:7]=[CH:8][C:9]=1[C@H:10]1[O:15][C@@H:14]([CH2:16][OH:17])[CH2:13][CH2:12][O:11]1)([O-:3])=[O:2].N1C=CN=C1.[CH3:23][C:24]([Si:27](Cl)([CH3:29])[CH3:28])([CH3:26])[CH3:25], predict the reaction product. The product is: [Si:27]([O:17][CH2:16][C@H:14]1[CH2:13][CH2:12][O:11][C@@H:10]([C:9]2[CH:8]=[CH:7][N:6]=[CH:5][C:4]=2[N+:1]([O-:3])=[O:2])[O:15]1)([C:24]([CH3:26])([CH3:25])[CH3:23])([CH3:29])[CH3:28].